This data is from Peptide-MHC class II binding affinity with 134,281 pairs from IEDB. The task is: Regression. Given a peptide amino acid sequence and an MHC pseudo amino acid sequence, predict their binding affinity value. This is MHC class II binding data. (1) The peptide sequence is ATQARAAAAAFEQAH. The MHC is DRB1_1101 with pseudo-sequence DRB1_1101. The binding affinity (normalized) is 0.0481. (2) The peptide sequence is GELQILDKIDAAFKI. The MHC is DRB4_0101 with pseudo-sequence DRB4_0103. The binding affinity (normalized) is 0.641. (3) The peptide sequence is HSLGKFLGHPDKF. The MHC is H-2-IAs with pseudo-sequence H-2-IAs. The binding affinity (normalized) is 0.566. (4) The peptide sequence is ELYKYKVVKIEPLGV. The MHC is HLA-DPA10301-DPB10402 with pseudo-sequence HLA-DPA10301-DPB10402. The binding affinity (normalized) is 0.570. (5) The peptide sequence is MGLLECCARCLVGAPFASLV. The MHC is DRB1_1501 with pseudo-sequence DRB1_1501. The binding affinity (normalized) is 0. (6) The peptide sequence is MAVHQYTVALFLAVA. The MHC is HLA-DPA10103-DPB10201 with pseudo-sequence HLA-DPA10103-DPB10201. The binding affinity (normalized) is 0.735. (7) The peptide sequence is KVLELAAALSDDFER. The MHC is HLA-DQA10102-DQB10602 with pseudo-sequence HLA-DQA10102-DQB10602. The binding affinity (normalized) is 0.194. (8) The peptide sequence is APTGMFVAGAKYMVI. The MHC is HLA-DQA10401-DQB10402 with pseudo-sequence HLA-DQA10401-DQB10402. The binding affinity (normalized) is 0.262. (9) The binding affinity (normalized) is 0.161. The peptide sequence is EQFLGALDLAKKRVH. The MHC is DRB1_0301 with pseudo-sequence DRB1_0301. (10) The peptide sequence is IAMEVVLRKRQGPKQ. The MHC is DRB1_0901 with pseudo-sequence DRB1_0901. The binding affinity (normalized) is 0.400.